From a dataset of Catalyst prediction with 721,799 reactions and 888 catalyst types from USPTO. Predict which catalyst facilitates the given reaction. (1) Reactant: [OH:1][C@H:2]([C:13]1[CH:18]=[CH:17][C:16]([S:19][CH3:20])=[C:15]([O:21][CH3:22])[CH:14]=1)[CH:3]([NH:5]C(=O)OC(C)(C)C)[CH3:4]. Product: [NH2:5][C@H:3]([CH3:4])[C@@H:2]([C:13]1[CH:18]=[CH:17][C:16]([S:19][CH3:20])=[C:15]([O:21][CH3:22])[CH:14]=1)[OH:1]. The catalyst class is: 13. (2) Reactant: [O:1]1[CH:5]=[CH:4][CH:3]=[C:2]1[C:6]1[N:10]([C:11]2[CH:16]=[CH:15][CH:14]=[C:13](I)[CH:12]=2)[N:9]=[C:8]([C:18]([F:21])([F:20])[F:19])[CH:7]=1.[B:22]1([B:22]2[O:26][C:25]([CH3:28])([CH3:27])[C:24]([CH3:30])([CH3:29])[O:23]2)[O:26][C:25]([CH3:28])([CH3:27])[C:24]([CH3:30])([CH3:29])[O:23]1.C([O-])(=O)C.[K+]. Product: [O:1]1[CH:5]=[CH:4][CH:3]=[C:2]1[C:6]1[N:10]([C:11]2[CH:16]=[CH:15][CH:14]=[C:13]([B:22]3[O:26][C:25]([CH3:28])([CH3:27])[C:24]([CH3:30])([CH3:29])[O:23]3)[CH:12]=2)[N:9]=[C:8]([C:18]([F:21])([F:20])[F:19])[CH:7]=1. The catalyst class is: 16.